From a dataset of Reaction yield outcomes from USPTO patents with 853,638 reactions. Predict the reaction yield, written as a fraction of the theoretical maximum amount of product (1.0 means a 100% yield; for example, 0.34 means a 34% yield). (1) The reactants are F[P-](F)(F)(F)(F)F.N1(O[P+](N(C)C)(N(C)C)N(C)C)C2C=CC=CC=2N=N1.[O:28]1[CH2:33][CH2:32][O:31][C:30]2[CH:34]=[C:35]([C:38]([OH:40])=O)[CH:36]=[CH:37][C:29]1=2.CCN(C(C)C)C(C)C.[NH2:50][C@@H:51]1[CH2:56][CH2:55][N:54]([C:57]([O:59][C:60]([CH3:63])([CH3:62])[CH3:61])=[O:58])[C@@H:53]([C:64]([O:66][CH3:67])=[O:65])[CH2:52]1. The catalyst is CN(C=O)C.O. The product is [O:28]1[CH2:33][CH2:32][O:31][C:30]2[CH:34]=[C:35]([C:38]([NH:50][C@@H:51]3[CH2:56][CH2:55][N:54]([C:57]([O:59][C:60]([CH3:61])([CH3:62])[CH3:63])=[O:58])[C@@H:53]([C:64]([O:66][CH3:67])=[O:65])[CH2:52]3)=[O:40])[CH:36]=[CH:37][C:29]1=2. The yield is 0.950. (2) The product is [NH2:1][C:2]([C:4]1[CH:5]=[N:6][C:7]2[C:12]([C:13]=1[NH:14][C:15]1[CH:16]=[C:17]([CH:23]=[CH:24][CH:25]=1)[C:18]([OH:20])=[O:19])=[CH:11][CH:10]=[C:9]([C:26]1[CH:31]=[C:30]([F:32])[CH:29]=[CH:28][C:27]=1[F:33])[CH:8]=2)=[O:3]. The catalyst is C(O)C. The reactants are [NH2:1][C:2]([C:4]1[CH:5]=[N:6][C:7]2[C:12]([C:13]=1[NH:14][C:15]1[CH:16]=[C:17]([CH:23]=[CH:24][CH:25]=1)[C:18]([O:20]CC)=[O:19])=[CH:11][CH:10]=[C:9]([C:26]1[CH:31]=[C:30]([F:32])[CH:29]=[CH:28][C:27]=1[F:33])[CH:8]=2)=[O:3].[OH-].[Na+]. The yield is 0.160. (3) The reactants are I.[NH2:2][C:3]1[C:4]([C:11]([NH:13][C:14](=[NH:17])SC)=[O:12])=[N:5][C:6]([Cl:10])=[C:7]([NH2:9])[N:8]=1.[OH:18][CH2:19][C:20]1[CH:25]=[CH:24][C:23]([CH2:26][CH2:27][CH2:28][CH2:29][NH2:30])=[CH:22][CH:21]=1. The catalyst is C1COCC1. The product is [ClH:10].[OH:18][CH2:19][C:20]1[CH:25]=[CH:24][C:23]([CH2:26][CH2:27][CH2:28][CH2:29][NH:30][C:14]([NH:13][C:11]([C:4]2[C:3]([NH2:2])=[N:8][C:7]([NH2:9])=[C:6]([Cl:10])[N:5]=2)=[O:12])=[NH:17])=[CH:22][CH:21]=1. The yield is 0.980. (4) The reactants are [C:1]([O:5][C:6]([N:8]1[CH2:13][CH2:12][N:11]([C:14]2[CH:19]=[CH:18][CH:17]=[C:16]([NH:20][C:21](=O)[C:22]3[CH:27]=[CH:26][CH:25]=[CH:24][C:23]=3[F:28])[C:15]=2[C:30]#[N:31])[CH2:10][CH2:9]1)=[O:7])([CH3:4])([CH3:3])[CH3:2].CSC. No catalyst specified. The product is [C:1]([O:5][C:6]([N:8]1[CH2:13][CH2:12][N:11]([C:14]2[CH:19]=[CH:18][CH:17]=[C:16]([NH:20][CH2:21][C:22]3[CH:27]=[CH:26][CH:25]=[CH:24][C:23]=3[F:28])[C:15]=2[CH2:30][NH2:31])[CH2:10][CH2:9]1)=[O:7])([CH3:4])([CH3:2])[CH3:3]. The yield is 0.670.